Dataset: Full USPTO retrosynthesis dataset with 1.9M reactions from patents (1976-2016). Task: Predict the reactants needed to synthesize the given product. (1) The reactants are: [N:1]1([CH2:6][C:7]2[CH:23]=[CH:22][C:10]([CH2:11][N:12]3[CH:20]=[C:19]4[C:14]([N:15]=[CH:16][N:17]=[C:18]4Cl)=[N:13]3)=[CH:9][CH:8]=2)[CH:5]=[CH:4][CH:3]=[N:2]1.[NH2:24][CH2:25][C:26]1[CH:40]=[CH:39][C:38]([O:41][CH3:42])=[CH:37][C:27]=1[O:28][CH2:29][C:30]([O:32][C:33]([CH3:36])([CH3:35])[CH3:34])=[O:31].CCN(C(C)C)C(C)C. Given the product [N:1]1([CH2:6][C:7]2[CH:23]=[CH:22][C:10]([CH2:11][N:12]3[CH:20]=[C:19]4[C:14]([N:15]=[CH:16][N:17]=[C:18]4[NH:24][CH2:25][C:26]4[CH:40]=[CH:39][C:38]([O:41][CH3:42])=[CH:37][C:27]=4[O:28][CH2:29][C:30]([O:32][C:33]([CH3:36])([CH3:35])[CH3:34])=[O:31])=[N:13]3)=[CH:9][CH:8]=2)[CH:5]=[CH:4][CH:3]=[N:2]1, predict the reactants needed to synthesize it. (2) Given the product [C:31]1([C:36]2[CH:37]=[CH:38][CH:39]=[CH:40][CH:41]=2)[CH:32]=[CH:33][CH:34]=[CH:35][C:30]=1[NH:29][C:27]([NH:26][C:22]1[CH:23]=[CH:24][CH:25]=[C:20]([CH2:19][CH2:18][NH:17][CH2:16][C@@H:15]([C:12]2[CH:13]=[CH:14][C:9]([OH:8])=[C:10]([NH:43][CH:44]=[O:45])[CH:11]=2)[OH:42])[CH:21]=1)=[O:28], predict the reactants needed to synthesize it. The reactants are: C([O:8][C:9]1[CH:14]=[CH:13][C:12]([C@@H:15]([OH:42])[CH2:16][NH:17][CH2:18][CH2:19][C:20]2[CH:21]=[C:22]([NH:26][C:27]([NH:29][C:30]3[CH:35]=[CH:34][CH:33]=[CH:32][C:31]=3[C:36]3[CH:41]=[CH:40][CH:39]=[CH:38][CH:37]=3)=[O:28])[CH:23]=[CH:24][CH:25]=2)=[CH:11][C:10]=1[NH:43][CH:44]=[O:45])C1C=CC=CC=1. (3) Given the product [CH3:8][C:9]1[CH:10]=[C:11]([N:16]([CH2:17][CH2:18][C:19]2[CH:20]=[N:21][C:22]([C:25]([F:28])([F:27])[F:26])=[CH:23][CH:24]=2)[C:36](=[O:37])[CH2:35][C:29]2[CH:34]=[CH:33][CH:32]=[CH:31][CH:30]=2)[CH:12]=[CH:13][C:14]=1[CH3:15], predict the reactants needed to synthesize it. The reactants are: C(O)(C(F)(F)F)=O.[CH3:8][C:9]1[CH:10]=[C:11]([NH:16][CH2:17][CH2:18][C:19]2[CH:20]=[N:21][C:22]([C:25]([F:28])([F:27])[F:26])=[CH:23][CH:24]=2)[CH:12]=[CH:13][C:14]=1[CH3:15].[C:29]1([CH2:35][C:36](O)=[O:37])[CH:34]=[CH:33][CH:32]=[CH:31][CH:30]=1. (4) The reactants are: [CH2:1]([O:4][C:5]1[CH:12]=[CH:11][C:8]([CH:9]=O)=[C:7]([C:13]([F:16])([F:15])[F:14])[CH:6]=1)[CH2:2][CH3:3].[NH2:17][OH:18].O.CCCCCC.CCOC(C)=O. Given the product [CH2:1]([O:4][C:5]1[CH:12]=[CH:11][C:8]([CH:9]=[N:17][OH:18])=[C:7]([C:13]([F:16])([F:15])[F:14])[CH:6]=1)[CH2:2][CH3:3], predict the reactants needed to synthesize it.